From a dataset of Forward reaction prediction with 1.9M reactions from USPTO patents (1976-2016). Predict the product of the given reaction. (1) Given the reactants [CH3:1][N:2]([S:16]([CH3:19])(=[O:18])=[O:17])[C:3]1[CH:4]=[C:5]([CH:10]=[C:11]([N+:13]([O-])=O)[CH:12]=1)[C:6]([O:8][CH3:9])=[O:7].CO, predict the reaction product. The product is: [NH2:13][C:11]1[CH:10]=[C:5]([CH:4]=[C:3]([N:2]([CH3:1])[S:16]([CH3:19])(=[O:18])=[O:17])[CH:12]=1)[C:6]([O:8][CH3:9])=[O:7]. (2) Given the reactants [C:1]([OH:12])(=O)/[CH:2]=[CH:3]/[CH2:4][CH2:5][CH2:6][CH2:7][CH2:8][CH2:9][CH3:10].[OH:13][CH:14]1[CH2:19][CH2:18][NH:17][CH2:16][CH2:15]1, predict the reaction product. The product is: [C:1]([N:17]1[CH2:18][CH2:19][CH:14]([OH:13])[CH2:15][CH2:16]1)(=[O:12])/[CH:2]=[CH:3]/[CH2:4][CH2:5][CH2:6][CH2:7][CH2:8][CH2:9][CH3:10]. (3) Given the reactants O.O.O.O.C([O-])(=O)C.[Co+2:9].C([O-])(=O)C.C12C=C3N=C(C=C3)C=C3NC(C=C3)=CC3=NC(C=C3)=CC(N1)=CC=2.[C:38]([C:40]1[CH:45]=[CH:44][C:43]([C:46]2[C:65]3[NH:66][C:62](=[CH:63][CH:64]=3)[C:61]([C:67]3[CH:72]=[CH:71][C:70]([C:73]#[CH:74])=[CH:69][CH:68]=3)=[C:60]3[N:75]=[C:57]([CH:58]=[CH:59]3)[C:56]([C:76]3[CH:81]=[CH:80][C:79]([C:82]#[CH:83])=[CH:78][CH:77]=3)=[C:55]3[NH:84][C:52]([CH:53]=[CH:54]3)=[C:51]([C:85]3[CH:90]=[CH:89][C:88]([C:91]#[CH:92])=[CH:87][CH:86]=3)[C:50]3=[N:93][C:47]=2[CH:48]=[CH:49]3)=[CH:42][CH:41]=1)#[CH:39].O, predict the reaction product. The product is: [C:82]([C:79]1[CH:78]=[CH:77][C:76]([C:56]2[C:55]3[NH:84][C:52](=[CH:53][CH:54]=3)[C:51]([C:85]3[CH:90]=[CH:89][C:88]([C:91]#[CH:92])=[CH:87][CH:86]=3)=[C:50]3[N:93]=[C:47]([CH:48]=[CH:49]3)[C:46]([C:43]3[CH:44]=[CH:45][C:40]([C:38]#[CH:39])=[CH:41][CH:42]=3)=[C:65]3[NH:66][C:62]([CH:63]=[CH:64]3)=[C:61]([C:67]3[CH:68]=[CH:69][C:70]([C:73]#[CH:74])=[CH:71][CH:72]=3)[C:60]3=[N:75][C:57]=2[CH:58]=[CH:59]3)=[CH:81][CH:80]=1)#[CH:83].[Co:9]. (4) Given the reactants Cl[CH2:2][CH2:3][C:4]([NH:6][C:7]1[C:20]2[C:19](=[O:21])[C:18]3[C:13](=[CH:14][CH:15]=[CH:16][C:17]=3[NH:22][C:23](=[O:27])[CH2:24][CH2:25]Cl)[C:12](=[O:28])[C:11]=2[CH:10]=[CH:9][CH:8]=1)=[O:5].[N:29]1[CH:34]=[CH:33]C=CC=1.[CH:35]([NH2:38])([CH3:37])[CH3:36].[CH2:39]1COCC1, predict the reaction product. The product is: [CH:35]([NH:38][CH:24]([CH3:25])[C:23]([NH:22][C:17]1[C:18]2[C:19](=[O:21])[C:20]3[C:11](=[CH:10][CH:9]=[CH:8][C:7]=3[NH:6][C:4](=[O:5])[CH:3]([NH:29][CH:34]([CH3:33])[CH3:39])[CH3:2])[C:12](=[O:28])[C:13]=2[CH:14]=[CH:15][CH:16]=1)=[O:27])([CH3:37])[CH3:36].